Dataset: NCI-60 drug combinations with 297,098 pairs across 59 cell lines. Task: Regression. Given two drug SMILES strings and cell line genomic features, predict the synergy score measuring deviation from expected non-interaction effect. (1) Synergy scores: CSS=51.9, Synergy_ZIP=-4.06, Synergy_Bliss=-5.58, Synergy_Loewe=-14.3, Synergy_HSA=-2.14. Drug 2: CC1CCCC2(C(O2)CC(NC(=O)CC(C(C(=O)C(C1O)C)(C)C)O)C(=CC3=CSC(=N3)C)C)C. Cell line: HCT-15. Drug 1: CCC1(C2=C(COC1=O)C(=O)N3CC4=CC5=C(C=CC(=C5CN(C)C)O)N=C4C3=C2)O.Cl. (2) Drug 1: C1=NC(=NC(=O)N1C2C(C(C(O2)CO)O)O)N. Drug 2: CC12CCC3C(C1CCC2OP(=O)(O)O)CCC4=C3C=CC(=C4)OC(=O)N(CCCl)CCCl.[Na+]. Cell line: MCF7. Synergy scores: CSS=2.36, Synergy_ZIP=0.231, Synergy_Bliss=-0.193, Synergy_Loewe=-8.88, Synergy_HSA=-5.29.